This data is from Reaction yield outcomes from USPTO patents with 853,638 reactions. The task is: Predict the reaction yield, written as a fraction of the theoretical maximum amount of product (1.0 means a 100% yield; for example, 0.34 means a 34% yield). The reactants are COC1C=CC(C[N:8]2[CH:12]=[C:11]([C:13]3[CH:18]=[CH:17][N:16]=[C:15]([O:19][C:20]4[CH:21]=[CH:22][C:23]([F:27])=[C:24]([NH2:26])[CH:25]=4)[N:14]=3)[CH:10]=[N:9]2)=CC=1.C(O)(C(F)(F)F)=O. The catalyst is ClCCl. The product is [NH:8]1[CH:12]=[C:11]([C:13]2[CH:18]=[CH:17][N:16]=[C:15]([O:19][C:20]3[CH:21]=[CH:22][C:23]([F:27])=[C:24]([NH2:26])[CH:25]=3)[N:14]=2)[CH:10]=[N:9]1. The yield is 0.430.